Predict the reaction yield, written as a fraction of the theoretical maximum amount of product (1.0 means a 100% yield; for example, 0.34 means a 34% yield). From a dataset of Reaction yield outcomes from USPTO patents with 853,638 reactions. The reactants are C(O[C:6]([CH:8]1[CH2:12][CH2:11][CH2:10][N:9]1[C:13](=[O:29])[CH:14]([NH:16][C:17](=[O:28])[C:18]1[CH:23]=[C:22]([CH3:24])[C:21]([O:25][CH3:26])=[C:20]([CH3:27])[CH:19]=1)[CH3:15])=[O:7])(C)(C)C.C(OC(=O)[NH:35][CH:36]1[CH2:40][C:39](=[O:41])[O:38][CH:37]1[O:42][CH2:43][CH2:44][C:45]1[CH:50]=[CH:49][CH:48]=[CH:47]C=1)C=C.O=C1OC(OCCC2C=CC=CC=2)C(NC(C2CCCN2C(=O)C(NC(=O)C2C=CC(N)=C(Cl)C=2)C)=O)C1. No catalyst specified. The product is [CH2:43]([O:42][CH:37]1[CH:36]([NH:35][C:6]([CH:8]2[CH2:12][CH2:11][CH2:10][N:9]2[C:13](=[O:29])[CH:14]([NH:16][C:17](=[O:28])[C:18]2[CH:23]=[C:22]([CH3:24])[C:21]([O:25][CH3:26])=[C:20]([CH3:27])[CH:19]=2)[CH3:15])=[O:7])[CH2:40][C:39](=[O:41])[O:38]1)[C:44]1[CH:45]=[CH:50][CH:49]=[CH:48][CH:47]=1. The yield is 0.710.